This data is from Reaction yield outcomes from USPTO patents with 853,638 reactions. The task is: Predict the reaction yield, written as a fraction of the theoretical maximum amount of product (1.0 means a 100% yield; for example, 0.34 means a 34% yield). (1) The reactants are [Br:1][C:2]1[CH:10]=[CH:9][C:5]([C:6](O)=[O:7])=[CH:4][C:3]=1[CH3:11].Cl.[CH3:13][NH:14][O:15][CH3:16].N1C=CC=CC=1. The catalyst is S(Cl)(Cl)=O.ClCCl. The product is [Br:1][C:2]1[CH:10]=[CH:9][C:5]([C:6]([N:14]([O:15][CH3:16])[CH3:13])=[O:7])=[CH:4][C:3]=1[CH3:11]. The yield is 1.00. (2) The reactants are C([NH:8][C:9]1[C:10]([CH3:26])=[C:11]([CH3:25])[C:12]2[O:16][CH2:15][CH:14]([C:17]3[CH:22]=[CH:21][CH:20]=[CH:19][CH:18]=3)[C:13]=2[C:23]=1[CH3:24])C1C=CC=CC=1. The catalyst is C(OCC)(=O)C.CCCCCC. The product is [CH3:24][C:23]1[C:13]2[CH:14]([C:17]3[CH:22]=[CH:21][CH:20]=[CH:19][CH:18]=3)[CH2:15][O:16][C:12]=2[C:11]([CH3:25])=[C:10]([CH3:26])[C:9]=1[NH2:8]. The yield is 0.720. (3) The reactants are [Br:1][CH2:2][CH2:3][CH2:4][CH2:5][CH2:6][CH2:7]Br.[CH3:9][O-:10].[Na+].CCCCCC.O. The catalyst is CO. The product is [CH3:9][O:10][CH2:7][CH2:6][CH2:5][CH2:4][CH2:3][CH2:2][Br:1]. The yield is 0.930. (4) The reactants are [NH2:1][CH2:2][CH2:3][CH2:4][C:5]1[C:10]([C@H:11]2[CH2:15][CH2:14][CH2:13][N:12]2[C:16]2[CH:21]=[CH:20][N:19]3[N:22]=[CH:23][C:24]([C:25]([OH:27])=O)=[C:18]3[N:17]=2)=[CH:9][C:8]([F:28])=[CH:7][N:6]=1.CN(C(ON1N=NC2C=CC=NC1=2)=[N+](C)C)C.F[P-](F)(F)(F)(F)F.C(N(C(C)C)C(C)C)C. The catalyst is CN(C=O)C. The product is [F:28][C:8]1[CH:9]=[C:10]2[C:5](=[N:6][CH:7]=1)[CH2:4][CH2:3][CH2:2][NH:1][C:25](=[O:27])[C:24]1=[C:18]3[N:17]=[C:16]([CH:21]=[CH:20][N:19]3[N:22]=[CH:23]1)[N:12]1[C@@H:11]2[CH2:15][CH2:14][CH2:13]1. The yield is 0.390. (5) The reactants are [CH3:1][O:2][C:3]1[CH:36]=[C:35]([O:37][CH3:38])[CH:34]=[CH:33][C:4]=1[CH2:5][N:6]1[C:11]2[C:12]3[C:20]([O:21][CH2:22][CH2:23][C:10]=2[C:9]([OH:27])=[C:8]([C:28]([O:30]C)=[O:29])[C:7]1=[O:32])=[CH:19][C:18]1[N:17]([CH3:24])[C:16]([CH2:25][OH:26])=[CH:15][C:14]=1[CH:13]=3.[Li+].[I-].Cl. The catalyst is CCOC(C)=O. The product is [CH3:1][O:2][C:3]1[CH:36]=[C:35]([O:37][CH3:38])[CH:34]=[CH:33][C:4]=1[CH2:5][N:6]1[C:11]2[C:12]3[C:20]([O:21][CH2:22][CH2:23][C:10]=2[C:9]([OH:27])=[C:8]([C:28]([OH:30])=[O:29])[C:7]1=[O:32])=[CH:19][C:18]1[N:17]([CH3:24])[C:16]([CH2:25][OH:26])=[CH:15][C:14]=1[CH:13]=3. The yield is 0.980. (6) The reactants are [C:1]1([CH2:9][OH:10])[C:2]([CH2:7][OH:8])=[CH:3][CH:4]=[CH:5][CH:6]=1.C12COCC1=CC=CC=2.[N+]([O-])(O)=O.O. The catalyst is C(O)(=O)C. The product is [CH:9](=[O:10])[C:1]1[C:2](=[CH:3][CH:4]=[CH:5][CH:6]=1)[CH:7]=[O:8]. The yield is 0.840. (7) The reactants are [CH2:1]([NH:5][C:6]1[CH:7]=[CH:8][C:9]2[N:10]([C:12]([C:15]3[CH:23]=[CH:22][C:18]([C:19](O)=[O:20])=[CH:17][CH:16]=3)=[CH:13][N:14]=2)[N:11]=1)[CH2:2][CH2:3][CH3:4].[N:24]1([C:30]([O:32][C:33]([CH3:36])([CH3:35])[CH3:34])=[O:31])[CH2:29][CH2:28][NH:27][CH2:26][CH2:25]1.C(N=C=NCCCN(C)C)C. The catalyst is ClCCl. The product is [CH2:1]([NH:5][C:6]1[CH:7]=[CH:8][C:9]2[N:10]([C:12]([C:15]3[CH:16]=[CH:17][C:18]([C:19]([N:27]4[CH2:28][CH2:29][N:24]([C:30]([O:32][C:33]([CH3:36])([CH3:35])[CH3:34])=[O:31])[CH2:25][CH2:26]4)=[O:20])=[CH:22][CH:23]=3)=[CH:13][N:14]=2)[N:11]=1)[CH2:2][CH2:3][CH3:4]. The yield is 0.470. (8) The reactants are [CH2:1]([O:8][C:9]([NH:11][CH2:12][CH2:13][CH2:14][C:15]([OH:17])=[O:16])=[O:10])[C:2]1[CH:7]=[CH:6][CH:5]=[CH:4][CH:3]=1.[C:18](O)([CH3:21])([CH3:20])[CH3:19].C1CCC(N=C=NC2CCCCC2)CC1. The catalyst is C(Cl)Cl.CN(C1C=CN=CC=1)C. The product is [CH2:1]([O:8][C:9]([NH:11][CH2:12][CH2:13][CH2:14][C:15]([O:17][C:18]([CH3:21])([CH3:20])[CH3:19])=[O:16])=[O:10])[C:2]1[CH:3]=[CH:4][CH:5]=[CH:6][CH:7]=1. The yield is 0.490. (9) The reactants are C(NC(C)C)(C)C.C([Li])CCC.[C:13]1([C:23]2[CH:28]=[CH:27][CH:26]=[CH:25][CH:24]=2)[CH:18]=[CH:17][C:16]([CH2:19][C:20]([OH:22])=[O:21])=[CH:15][CH:14]=1.Br[CH2:30][C:31]([CH3:33])=[CH2:32]. The catalyst is C1COCC1. The product is [CH3:32][C:31](=[CH2:30])[CH2:33][CH:19]([C:16]1[CH:15]=[CH:14][C:13]([C:23]2[CH:24]=[CH:25][CH:26]=[CH:27][CH:28]=2)=[CH:18][CH:17]=1)[C:20]([OH:22])=[O:21]. The yield is 0.720. (10) The yield is 0.660. No catalyst specified. The product is [CH2:4]([O:3][C:1](=[O:2])[NH:11][C@H:12]([C:16]([NH:55][NH:54][CH2:47][C:48]1[CH:53]=[CH:52][CH:51]=[CH:50][CH:49]=1)=[O:18])[CH:13]([CH3:14])[CH3:15])[C:5]1[CH:6]=[CH:7][CH:8]=[CH:9][CH:10]=1. The reactants are [C:1]([NH:11][C@H:12]([C:16]([OH:18])=O)[CH:13]([CH3:15])[CH3:14])([O:3][CH2:4][C:5]1[CH:10]=[CH:9][CH:8]=[CH:7][CH:6]=1)=[O:2].CCN=C=NCCCN(C)C.C1C=CC2N(O)N=NC=2C=1.CN1CCOCC1.[CH2:47]([NH:54][NH2:55])[C:48]1[CH:53]=[CH:52][CH:51]=[CH:50][CH:49]=1.CCN(CC)CC.